This data is from Full USPTO retrosynthesis dataset with 1.9M reactions from patents (1976-2016). The task is: Predict the reactants needed to synthesize the given product. (1) The reactants are: [CH2:1]([O:5][C:6]([C:8]1[N:9]=[C:10]([CH:26]=[CH2:27])[C:11]2[C:16]([C:17]=1[OH:18])=[CH:15][CH:14]=[C:13]([O:19][C:20]1[CH:25]=[CH:24][CH:23]=[CH:22][CH:21]=1)[CH:12]=2)=[O:7])[CH2:2][CH2:3][CH3:4].C1C=CC(C([C@@H]2OC[C@H](NCC3C=CC(F)=CC=3)C(O)C2)C2C=CC=CC=2)=CC=1. Given the product [CH2:1]([O:5][C:6]([C:8]1[N:9]=[C:10]([CH2:26][CH3:27])[C:11]2[C:16]([C:17]=1[OH:18])=[CH:15][CH:14]=[C:13]([O:19][C:20]1[CH:25]=[CH:24][CH:23]=[CH:22][CH:21]=1)[CH:12]=2)=[O:7])[CH2:2][CH2:3][CH3:4], predict the reactants needed to synthesize it. (2) Given the product [C:12]([Si:16]([CH3:40])([CH3:41])[O:17][C@H:18]1[CH2:26][CH2:25][CH2:24][C@@:23]2([CH3:27])[C@H:19]1[CH2:20][CH2:21][C@@H:22]2[C@@:28]([CH3:39])([CH2:32][CH2:33][CH2:34][C:35]([OH:37])([CH3:38])[CH3:36])[CH2:29][CH:30]=[O:31])([CH3:15])([CH3:14])[CH3:13], predict the reactants needed to synthesize it. The reactants are: [Cr](Cl)([O-])(=O)=O.[NH+]1C=CC=CC=1.[C:12]([Si:16]([CH3:41])([CH3:40])[O:17][C@H:18]1[CH2:26][CH2:25][CH2:24][C@@:23]2([CH3:27])[C@H:19]1[CH2:20][CH2:21][C@@H:22]2[C@@:28]([CH3:39])([CH2:32][CH2:33][CH2:34][C:35]([CH3:38])([OH:37])[CH3:36])[CH2:29][CH2:30][OH:31])([CH3:15])([CH3:14])[CH3:13]. (3) Given the product [F:37][C:35]([F:36])([F:38])[C:32]1[CH:33]=[CH:34][C:29]([O:28][C:25]2[CH:26]=[CH:27][C:22]([O:21][C:19]([N:13]3[CH2:12][CH2:11][CH:10]([CH2:9][N:8]([CH2:1][C:2]4[CH:7]=[CH:6][CH:5]=[CH:4][CH:3]=4)[CH2:16][CH3:17])[CH2:15][CH2:14]3)=[O:20])=[CH:23][CH:24]=2)=[N:30][CH:31]=1, predict the reactants needed to synthesize it. The reactants are: [CH2:1]([N:8]([CH2:16][CH3:17])[CH2:9][CH:10]1[CH2:15][CH2:14][NH:13][CH2:12][CH2:11]1)[C:2]1[CH:7]=[CH:6][CH:5]=[CH:4][CH:3]=1.Cl[C:19]([O:21][C:22]1[CH:27]=[CH:26][C:25]([O:28][C:29]2[CH:34]=[CH:33][C:32]([C:35]([F:38])([F:37])[F:36])=[CH:31][N:30]=2)=[CH:24][CH:23]=1)=[O:20].C1(O)C=CC=CC=1. (4) Given the product [C:1]([O:5][C:6](=[O:35])[NH:7][C:8]1([C:12]2[CH:17]=[CH:16][C:15]([C:18]3[N:19]=[C:20]4[C:25]([C:36]#[N:37])=[CH:24][C:23]([Cl:27])=[CH:22][N:21]4[C:28]=3[C:29]3[CH:34]=[CH:33][CH:32]=[CH:31][CH:30]=3)=[CH:14][CH:13]=2)[CH2:11][CH2:10][CH2:9]1)([CH3:4])([CH3:3])[CH3:2], predict the reactants needed to synthesize it. The reactants are: [C:1]([O:5][C:6](=[O:35])[NH:7][C:8]1([C:12]2[CH:17]=[CH:16][C:15]([C:18]3[N:19]=[C:20]4[C:25](Br)=[CH:24][C:23]([Cl:27])=[CH:22][N:21]4[C:28]=3[C:29]3[CH:34]=[CH:33][CH:32]=[CH:31][CH:30]=3)=[CH:14][CH:13]=2)[CH2:11][CH2:10][CH2:9]1)([CH3:4])([CH3:3])[CH3:2].[CH3:36][N:37](C)C(=O)C. (5) The reactants are: C(NCC)C.[CH2:6]([N:8](CC)[C:9]([C:11]1[CH:12]=[CH:13][C:14]2[C:15](=[O:25])[C:16]3[C:21]([O:22][C:23]=2[CH:24]=1)=[CH:20][CH:19]=[CH:18][CH:17]=3)=[O:10])[CH3:7].C([NH-])C. Given the product [CH2:6]([NH:8][C:9]([C:11]1[CH:12]=[CH:13][C:14]2[C:15](=[O:25])[C:16]3[C:21]([O:22][C:23]=2[CH:24]=1)=[CH:20][CH:19]=[CH:18][CH:17]=3)=[O:10])[CH3:7], predict the reactants needed to synthesize it. (6) Given the product [CH3:1][C:2]1[CH:10]=[C:9]([S:12](=[O:15])(=[O:13])[NH2:16])[CH:8]=[CH:7][C:3]=1[C:4]([OH:6])=[O:5], predict the reactants needed to synthesize it. The reactants are: [CH3:1][C:2]1[CH:10]=[CH:9][CH:8]=[CH:7][C:3]=1[C:4]([OH:6])=[O:5].Cl[S:12]([OH:15])(=O)=[O:13].[NH3:16].Cl. (7) Given the product [Cl:42][C:39]1[CH:40]=[CH:41][C:36]([C:30]2([C:33]([N:16]3[CH2:15][CH2:14][N:13]([C:11]4[C:12]5[C@H:4]([CH3:3])[CH2:5][C@@H:6]([OH:19])[C:7]=5[N:8]=[CH:9][N:10]=4)[CH2:18][CH2:17]3)=[O:34])[CH2:29][CH2:28][N:27]([C:25]([O:24][C:20]([CH3:21])([CH3:23])[CH3:22])=[O:26])[CH2:32][CH2:31]2)=[CH:37][C:38]=1[F:43], predict the reactants needed to synthesize it. The reactants are: Cl.Cl.[CH3:3][C@H:4]1[C:12]2[C:11]([N:13]3[CH2:18][CH2:17][NH:16][CH2:15][CH2:14]3)=[N:10][CH:9]=[N:8][C:7]=2[C@H:6]([OH:19])[CH2:5]1.[C:20]([O:24][C:25]([N:27]1[CH2:32][CH2:31][C:30]([C:36]2[CH:41]=[CH:40][C:39]([Cl:42])=[C:38]([F:43])[CH:37]=2)([C:33](O)=[O:34])[CH2:29][CH2:28]1)=[O:26])([CH3:23])([CH3:22])[CH3:21].CCN(C(C)C)C(C)C.CN(C(ON1N=NC2C=CC=CC1=2)=[N+](C)C)C.F[P-](F)(F)(F)(F)F.